This data is from Forward reaction prediction with 1.9M reactions from USPTO patents (1976-2016). The task is: Predict the product of the given reaction. (1) The product is: [CH:20]1([C:2]2[CH:11]=[CH:10][CH:9]=[C:8]3[C:3]=2[CH:4]=[CH:5][C:6]([C:12]2[CH:17]=[C:16]([CH3:18])[CH:15]=[C:14]([CH3:19])[CH:13]=2)=[N:7]3)[CH2:24][CH2:23][CH2:22][CH2:21]1. Given the reactants Cl[C:2]1[CH:11]=[CH:10][CH:9]=[C:8]2[C:3]=1[CH:4]=[CH:5][C:6]([C:12]1[CH:17]=[C:16]([CH3:18])[CH:15]=[C:14]([CH3:19])[CH:13]=1)=[N:7]2.[CH:20]1([Mg]I)[CH2:24][CH2:23][CH2:22][CH2:21]1, predict the reaction product. (2) Given the reactants [Br-].[CH2:2]([O:4][C:5](=[O:44])/[CH:6]=[CH:7]/[CH2:8][N+:9]1[C:17]2[C:12](=[CH:13][CH:14]=[CH:15][CH:16]=2)[C:11]([CH3:19])([CH3:18])[C:10]=1/[CH:20]=[CH:21]/[CH:22]=[CH:23]/[CH:24]=[C:25]1/[N:26]([CH2:36]/[CH:37]=[CH:38]/[C:39]([O:41][CH2:42][CH3:43])=[O:40])[C:27]2[C:32]([C:33]/1([CH3:35])[CH3:34])=[CH:31][CH:30]=[CH:29][CH:28]=2)[CH3:3].[BH4-].[Na+], predict the reaction product. The product is: [CH2:42]([O:41][C:39](=[O:40])/[CH:38]=[CH:37]/[CH2:36][N:26]1[C:27]2[C:32](=[CH:31][CH:30]=[CH:29][CH:28]=2)[C:33]([CH3:35])([CH3:34])[CH:25]1/[CH:24]=[CH:23]/[CH:22]=[CH:21]/[CH:20]=[C:10]1/[N:9]([CH2:8]/[CH:7]=[CH:6]/[C:5]([O:4][CH2:2][CH3:3])=[O:44])[C:17]2[C:12]([C:11]/1([CH3:18])[CH3:19])=[CH:13][CH:14]=[CH:15][CH:16]=2)[CH3:43]. (3) Given the reactants [N:1]([C@@H:4]1[CH2:6][C@H:5]1[C:7]1[CH:12]=[CH:11][CH:10]=[CH:9][CH:8]=1)=[C:2]=[O:3].[N:13]12[CH2:20][CH2:19][CH:16]([CH2:17][CH2:18]1)[CH:15]([OH:21])[CH2:14]2, predict the reaction product. The product is: [C:7]1([C@@H:5]2[CH2:6][C@H:4]2[NH:1][C:2](=[O:3])[O:21][CH:15]2[CH:16]3[CH2:19][CH2:20][N:13]([CH2:18][CH2:17]3)[CH2:14]2)[CH:12]=[CH:11][CH:10]=[CH:9][CH:8]=1. (4) Given the reactants Cl[C:2]1[N:11]=[C:10]2[C:5]([C:6](=[O:28])[C:7]([C:23]([O:25][CH2:26][CH3:27])=[O:24])=[CH:8][N:9]2[CH2:12][C:13]2[CH:18]=[CH:17][C:16]([O:19][CH3:20])=[CH:15][C:14]=2[O:21][CH3:22])=[CH:4][C:3]=1F.[NH:30]1[CH2:36][CH2:35][CH2:34][C@@H:31]1[CH2:32][OH:33].C(N(C(C)C)CC)(C)C.O, predict the reaction product. The product is: [CH3:22][O:21][C:14]1[CH:15]=[C:16]([O:19][CH3:20])[CH:17]=[CH:18][C:13]=1[CH2:12][N:9]1[C:10]2[C:5](=[CH:4][CH:3]=[C:2]([N:30]3[CH2:36][CH2:35][CH2:34][C@@H:31]3[CH2:32][OH:33])[N:11]=2)[C:6](=[O:28])[C:7]([C:23]([O:25][CH2:26][CH3:27])=[O:24])=[CH:8]1.